From a dataset of CYP1A2 inhibition data for predicting drug metabolism from PubChem BioAssay. Regression/Classification. Given a drug SMILES string, predict its absorption, distribution, metabolism, or excretion properties. Task type varies by dataset: regression for continuous measurements (e.g., permeability, clearance, half-life) or binary classification for categorical outcomes (e.g., BBB penetration, CYP inhibition). Dataset: cyp1a2_veith. The molecule is NCCS(=O)O. The result is 0 (non-inhibitor).